Dataset: Full USPTO retrosynthesis dataset with 1.9M reactions from patents (1976-2016). Task: Predict the reactants needed to synthesize the given product. (1) Given the product [CH2:35]([O:33][C:30]([C:2]1[CH:7]=[C:6]([C:8]2[N:9]([C:23]3[CH:28]=[CH:27][C:26]([F:29])=[CH:25][CH:24]=3)[C:10](=[O:22])[N:11]([CH2:13][C:14]3[CH:19]=[CH:18][CH:17]=[CH:16][C:15]=3[C:20]#[N:21])[CH:12]=2)[CH:5]=[CH:4][N:3]=1)=[O:32])[CH3:36], predict the reactants needed to synthesize it. The reactants are: Cl[C:2]1[CH:7]=[C:6]([C:8]2[N:9]([C:23]3[CH:28]=[CH:27][C:26]([F:29])=[CH:25][CH:24]=3)[C:10](=[O:22])[N:11]([CH2:13][C:14]3[CH:19]=[CH:18][CH:17]=[CH:16][C:15]=3[C:20]#[N:21])[CH:12]=2)[CH:5]=[CH:4][N:3]=1.[C:30]([O-:33])(=[O:32])C.[Na+].[CH2:35](O)[CH3:36]. (2) The reactants are: [CH3:1][O:2][C:3](=[O:15])[C:4](O)=[CH:5][C:6](=O)[C:7]1[CH:8]=[N:9][CH:10]=[CH:11][CH:12]=1.Cl.[Cl:17][C:18]1[CH:19]=[C:20]([NH:25][NH2:26])[CH:21]=[CH:22][C:23]=1[Cl:24]. Given the product [ClH:17].[CH3:1][O:2][C:3]([C:4]1[CH:5]=[C:6]([C:7]2[CH:8]=[N:9][CH:10]=[CH:11][CH:12]=2)[N:25]([C:20]2[CH:21]=[CH:22][C:23]([Cl:24])=[C:18]([Cl:17])[CH:19]=2)[N:26]=1)=[O:15], predict the reactants needed to synthesize it. (3) Given the product [Cl:26][C:27]1[CH:32]=[C:31]([C:2]2[C:3]([CH:23]3[CH2:24][CH2:25]3)=[N:4][C:5]([N:10]3[CH2:15][CH2:14][N:13]([C:16](=[O:21])[CH2:17][CH2:18][O:19][CH3:20])[C@H:12]([CH3:22])[CH2:11]3)=[C:6]([C:7]#[N:8])[CH:9]=2)[CH:30]=[CH:29][N:28]=1, predict the reactants needed to synthesize it. The reactants are: Br[C:2]1[C:3]([CH:23]2[CH2:25][CH2:24]2)=[N:4][C:5]([N:10]2[CH2:15][CH2:14][N:13]([C:16](=[O:21])[CH2:17][CH2:18][O:19][CH3:20])[C@H:12]([CH3:22])[CH2:11]2)=[C:6]([CH:9]=1)[C:7]#[N:8].[Cl:26][C:27]1[CH:32]=[C:31](B(O)O)[CH:30]=[CH:29][N:28]=1.C([O-])([O-])=O.[K+].[K+]. (4) Given the product [OH:4][CH2:5][C:6]([N:8]1[CH2:13][CH2:12][C:11]([C:14]2[C:19]([F:20])=[CH:18][C:17]([N:21]3[CH2:25][C@H:24]([CH2:26][N:27]4[CH:31]=[CH:30][N:29]=[N:28]4)[O:23][C:22]3=[O:32])=[CH:16][C:15]=2[F:33])=[CH:10][CH2:9]1)=[O:7], predict the reactants needed to synthesize it. The reactants are: C([O:4][CH2:5][C:6]([N:8]1[CH2:13][CH2:12][C:11]([C:14]2[C:19]([F:20])=[CH:18][C:17]([N:21]3[CH2:25][C@H:24]([CH2:26][N:27]4[CH:31]=[CH:30][N:29]=[N:28]4)[O:23][C:22]3=[O:32])=[CH:16][C:15]=2[F:33])=[CH:10][CH2:9]1)=[O:7])(=O)C. (5) Given the product [C:1]1([CH3:11])[CH:2]=[CH:3][C:4]([C@H:7]2[CH2:8][C:9](=[O:10])[O:16][C:15]3[CH:24]=[CH:25][CH:26]=[CH:27][C:14]=3[CH2:13]2)=[CH:5][CH:6]=1, predict the reactants needed to synthesize it. The reactants are: [C:1]1([CH3:11])[CH:6]=[CH:5][C:4](/[CH:7]=[CH:8]/[CH:9]=[O:10])=[CH:3][CH:2]=1.Br[CH2:13][C:14]1[CH:27]=[CH:26][CH:25]=[CH:24][C:15]=1[O:16][Si](C(C)(C)C)(C)C. (6) Given the product [Cl:35][C:33]1[CH:32]=[CH:31][C:30]([NH:36][S:37]([C:40]([F:43])([F:41])[F:42])(=[O:39])=[O:38])=[C:29]([C:21](=[N:16][O:15][C:12]2[CH:13]=[CH:14][C:9]([Cl:8])=[CH:10][CH:11]=2)[C:22]2[CH:23]=[CH:24][CH:25]=[CH:26][CH:27]=2)[CH:34]=1, predict the reactants needed to synthesize it. The reactants are: CN(C)CCN.Cl.[Cl:8][C:9]1[CH:14]=[CH:13][C:12]([O:15][NH2:16])=[CH:11][CH:10]=1.C(O)(=O)C.[C:21]([C:29]1[CH:34]=[C:33]([Cl:35])[CH:32]=[CH:31][C:30]=1[NH:36][S:37]([C:40]([F:43])([F:42])[F:41])(=[O:39])=[O:38])(=O)[C:22]1[CH:27]=[CH:26][CH:25]=[CH:24][CH:23]=1. (7) The reactants are: [CH3:1][C:2]([C:8]1[CH:13]=[CH:12][CH:11]=[CH:10][N:9]=1)([CH3:7])[C:3]([O:5]C)=[O:4].CO.[OH-].[Na+]. Given the product [CH3:7][C:2]([C:8]1[CH:13]=[CH:12][CH:11]=[CH:10][N:9]=1)([CH3:1])[C:3]([OH:5])=[O:4], predict the reactants needed to synthesize it.